Dataset: Forward reaction prediction with 1.9M reactions from USPTO patents (1976-2016). Task: Predict the product of the given reaction. (1) Given the reactants [C:1]([O:5][C:6]([N:8]1[CH2:42][CH2:41][CH2:40][C:10]2([CH2:15][N:14]([CH2:16][C:17]3[C:22]([O:23][CH3:24])=[CH:21][C:20]([O:25][CH3:26])=[CH:19][C:18]=3[O:27][CH3:28])[C:13](=[O:29])[C:12]3[CH:30]=[C:31]([C:33]4[CH:38]=[CH:37][N:36]=[C:35](Cl)[N:34]=4)[NH:32][C:11]2=3)[CH2:9]1)=[O:7])([CH3:4])([CH3:3])[CH3:2].C(OC(N1CCCC(C(O)=O)C1)=O)(C)(C)C.[CH3:59][O:60][CH2:61][CH2:62][O:63][C:64]1[CH:69]=[CH:68][C:67](B2OC(C)(C)C(C)(C)O2)=[CH:66][C:65]=1[NH:79][C:80](=[O:83])[CH:81]=[CH2:82].C(=O)([O-])[O-].[Na+].[Na+], predict the reaction product. The product is: [C:80]([NH:79][C:65]1[CH:66]=[C:67]([C:35]2[N:34]=[C:33]([C:31]3[NH:32][C:11]4[C:10]5([CH2:40][CH2:41][CH2:42][N:8]([C:6]([O:5][C:1]([CH3:4])([CH3:3])[CH3:2])=[O:7])[CH2:9]5)[CH2:15][N:14]([CH2:16][C:17]5[C:18]([O:27][CH3:28])=[CH:19][C:20]([O:25][CH3:26])=[CH:21][C:22]=5[O:23][CH3:24])[C:13](=[O:29])[C:12]=4[CH:30]=3)[CH:38]=[CH:37][N:36]=2)[CH:68]=[CH:69][C:64]=1[O:63][CH2:62][CH2:61][O:60][CH3:59])(=[O:83])[CH:81]=[CH2:82]. (2) The product is: [CH2:1]([O:8][C:9]1[CH:17]=[C:16]2[C:12]([C:13]([O:25][CH3:26])=[N:14][N:15]2[C:18]([O:20][C:21]([CH3:22])([CH3:24])[CH3:23])=[O:19])=[CH:11][CH:10]=1)[C:2]1[CH:7]=[CH:6][CH:5]=[CH:4][CH:3]=1. Given the reactants [CH2:1]([O:8][C:9]1[CH:17]=[C:16]2[C:12]([C:13](=[O:25])[NH:14][N:15]2[C:18]([O:20][C:21]([CH3:24])([CH3:23])[CH3:22])=[O:19])=[CH:11][CH:10]=1)[C:2]1[CH:7]=[CH:6][CH:5]=[CH:4][CH:3]=1.[C:26]1(C)C=CC=CC=1, predict the reaction product. (3) Given the reactants [C]=O.I[C:4]1[CH:16]=[CH:15][C:7]([C:8]([O:10][C:11]([CH3:14])([CH3:13])[CH3:12])=[O:9])=[CH:6][C:5]=1[C:17]([N:19]1[CH2:28][CH2:27][C:26]2[C:21](=[CH:22][CH:23]=[CH:24][CH:25]=2)[CH2:20]1)=[O:18].CCN(C(C)C)C(C)C.C([SiH](CCCCCCCC)CCCCCCCC)CCCCCCC.CN([CH:66]=[O:67])C, predict the reaction product. The product is: [CH:66]([C:4]1[CH:16]=[CH:15][C:7]([C:8]([O:10][C:11]([CH3:14])([CH3:13])[CH3:12])=[O:9])=[CH:6][C:5]=1[C:17]([N:19]1[CH2:28][CH2:27][C:26]2[C:21](=[CH:22][CH:23]=[CH:24][CH:25]=2)[CH2:20]1)=[O:18])=[O:67]. (4) Given the reactants [NH:1]1[C:5]2[CH:6]=[CH:7][CH:8]=[CH:9][C:4]=2[N:3]=[C:2]1[C:10]([C:12]1[CH:17]=[CH:16][C:15]([OH:18])=[CH:14][CH:13]=1)=[O:11].[O:19]=[S:20]1(=[O:33])[CH2:25][CH2:24][CH:23]([C:26]2[C:27](F)=[N:28][CH:29]=[CH:30][CH:31]=2)[CH2:22][CH2:21]1.C(=O)([O-])[O-].[Cs+].[Cs+], predict the reaction product. The product is: [NH:1]1[C:5]2[CH:6]=[CH:7][CH:8]=[CH:9][C:4]=2[N:3]=[C:2]1[C:10]([C:12]1[CH:17]=[CH:16][C:15]([O:18][C:27]2[C:26]([CH:23]3[CH2:24][CH2:25][S:20](=[O:33])(=[O:19])[CH2:21][CH2:22]3)=[CH:31][CH:30]=[CH:29][N:28]=2)=[CH:14][CH:13]=1)=[O:11]. (5) Given the reactants Br[C:2]1[CH:3]=[C:4]([NH:8][C:9]2[C:18]3[CH:17]=[CH:16][C:15]([CH3:19])=[C:14]([NH:20][C:21]4[C:26]([C:27]5[CH:32]=[CH:31][N:30]=[CH:29][N:28]=5)=[CH:25][CH:24]=[CH:23][N:22]=4)[C:13]=3[CH:12]=[CH:11][N:10]=2)[CH:5]=[CH:6][CH:7]=1.CN(C=O)C.C(N(CC)CC)C.[CH3:45][Si:46]([C:49]#[CH:50])([CH3:48])[CH3:47], predict the reaction product. The product is: [CH3:19][C:15]1[CH:16]=[CH:17][C:18]2[C:9]([NH:8][C:4]3[CH:5]=[CH:6][CH:7]=[C:2]([C:50]#[C:49][Si:46]([CH3:48])([CH3:47])[CH3:45])[CH:3]=3)=[N:10][CH:11]=[CH:12][C:13]=2[C:14]=1[NH:20][C:21]1[C:26]([C:27]2[CH:32]=[CH:31][N:30]=[CH:29][N:28]=2)=[CH:25][CH:24]=[CH:23][N:22]=1. (6) The product is: [Cl:1][C:2]1[CH:3]=[C:4]2[C:8](=[CH:9][CH:10]=1)[N:7]([CH2:11][CH2:12][CH2:13][C:14]([O:16][CH3:34])=[O:15])[C:6]([CH2:17][N:18]1[C:22]3=[CH:23][N:24]=[CH:25][CH:26]=[C:21]3[C:20]3([CH2:27][CH2:28]3)[C:19]1=[O:29])=[CH:5]2. Given the reactants [Cl:1][C:2]1[CH:3]=[C:4]2[C:8](=[CH:9][CH:10]=1)[N:7]([CH2:11][CH2:12][CH2:13][C:14]([OH:16])=[O:15])[C:6]([CH2:17][N:18]1[C:22]3=[CH:23][N:24]=[CH:25][CH:26]=[C:21]3[C:20]3([CH2:28][CH2:27]3)[C:19]1=[O:29])=[CH:5]2.S(Cl)(Cl)=O.[CH3:34]O, predict the reaction product. (7) Given the reactants Cl[C:2]1[CH:3]=[CH:4][C:5]([N+:9]([O-:11])=[O:10])=[C:6]([CH:8]=1)[NH2:7].[NH:12]1[CH2:16][CH2:15][CH2:14][CH2:13]1, predict the reaction product. The product is: [N+:9]([C:5]1[CH:4]=[CH:3][C:2]([N:12]2[CH2:16][CH2:15][CH2:14][CH2:13]2)=[CH:8][C:6]=1[NH2:7])([O-:11])=[O:10]. (8) Given the reactants [N+:1]([C:4]1[NH:5][CH:6]=[CH:7][N:8]=1)([O-:3])=[O:2].[S:9]([CH2:19][CH2:20][CH2:21]S(C1C=CC(C)=CC=1)(=O)=O)([C:12]1[CH:18]=[CH:17][C:15]([CH3:16])=[CH:14][CH:13]=1)(=[O:11])=[O:10], predict the reaction product. The product is: [S:9]([CH2:19][CH2:20][CH2:21][C:6]1[N:5]=[C:4]([N+:1]([O-:3])=[O:2])[NH:8][CH:7]=1)([C:12]1[CH:18]=[CH:17][C:15]([CH3:16])=[CH:14][CH:13]=1)(=[O:11])=[O:10]. (9) Given the reactants [CH2:1](OC1C(=O)C=COC=1C(O)=O)[C:2]1C=[CH:6][CH:5]=[CH:4][CH:3]=1.[C:19]([Cl:24])(=O)[C:20](Cl)=O.C[N:26]([CH3:29])C=O.C(Cl)(Cl)[Cl:31], predict the reaction product. The product is: [Cl:24][C:19]1[CH:20]=[CH:6][CH:5]=[C:4]([Cl:31])[C:3]=1[CH2:2][CH2:1][CH2:29][NH2:26]. (10) Given the reactants Br[C:2]1[C:10]2[N:9]3[CH2:11][CH2:12][NH:13][C:14](=[O:15])[C:8]3=[C:7]([CH3:16])[C:6]=2[CH:5]=[C:4]([F:17])[CH:3]=1.C(O)(=O)C(O)=O.[CH2:24]1[C:27]2([CH2:30][NH:29][CH2:28]2)[CH2:26][O:25]1, predict the reaction product. The product is: [F:17][C:4]1[CH:3]=[C:2]([N:29]2[CH2:30][C:27]3([CH2:24][O:25][CH2:26]3)[CH2:28]2)[C:10]2[N:9]3[CH2:11][CH2:12][NH:13][C:14](=[O:15])[C:8]3=[C:7]([CH3:16])[C:6]=2[CH:5]=1.